From a dataset of NCI-60 drug combinations with 297,098 pairs across 59 cell lines. Regression. Given two drug SMILES strings and cell line genomic features, predict the synergy score measuring deviation from expected non-interaction effect. Cell line: MOLT-4. Drug 2: CCCCCOC(=O)NC1=NC(=O)N(C=C1F)C2C(C(C(O2)C)O)O. Drug 1: C1=C(C(=O)NC(=O)N1)N(CCCl)CCCl. Synergy scores: CSS=73.1, Synergy_ZIP=6.24, Synergy_Bliss=5.78, Synergy_Loewe=-19.4, Synergy_HSA=6.30.